From a dataset of NCI-60 drug combinations with 297,098 pairs across 59 cell lines. Regression. Given two drug SMILES strings and cell line genomic features, predict the synergy score measuring deviation from expected non-interaction effect. (1) Drug 1: CCC1=CC2CC(C3=C(CN(C2)C1)C4=CC=CC=C4N3)(C5=C(C=C6C(=C5)C78CCN9C7C(C=CC9)(C(C(C8N6C)(C(=O)OC)O)OC(=O)C)CC)OC)C(=O)OC.C(C(C(=O)O)O)(C(=O)O)O. Drug 2: CC1C(C(=O)NC(C(=O)N2CCCC2C(=O)N(CC(=O)N(C(C(=O)O1)C(C)C)C)C)C(C)C)NC(=O)C3=C4C(=C(C=C3)C)OC5=C(C(=O)C(=C(C5=N4)C(=O)NC6C(OC(=O)C(N(C(=O)CN(C(=O)C7CCCN7C(=O)C(NC6=O)C(C)C)C)C)C(C)C)C)N)C. Cell line: SNB-19. Synergy scores: CSS=25.2, Synergy_ZIP=3.84, Synergy_Bliss=6.87, Synergy_Loewe=7.96, Synergy_HSA=7.63. (2) Drug 1: C1CCC(C1)C(CC#N)N2C=C(C=N2)C3=C4C=CNC4=NC=N3. Drug 2: C(CC(=O)O)C(=O)CN.Cl. Cell line: PC-3. Synergy scores: CSS=7.32, Synergy_ZIP=-3.28, Synergy_Bliss=-3.45, Synergy_Loewe=-5.19, Synergy_HSA=-4.97. (3) Drug 1: CC1=CC2C(CCC3(C2CCC3(C(=O)C)OC(=O)C)C)C4(C1=CC(=O)CC4)C. Drug 2: CC1=C2C(C(=O)C3(C(CC4C(C3C(C(C2(C)C)(CC1OC(=O)C(C(C5=CC=CC=C5)NC(=O)OC(C)(C)C)O)O)OC(=O)C6=CC=CC=C6)(CO4)OC(=O)C)O)C)O. Cell line: NCI-H322M. Synergy scores: CSS=28.5, Synergy_ZIP=11.8, Synergy_Bliss=12.8, Synergy_Loewe=-20.3, Synergy_HSA=9.20. (4) Drug 1: CCC1(CC2CC(C3=C(CCN(C2)C1)C4=CC=CC=C4N3)(C5=C(C=C6C(=C5)C78CCN9C7C(C=CC9)(C(C(C8N6C=O)(C(=O)OC)O)OC(=O)C)CC)OC)C(=O)OC)O.OS(=O)(=O)O. Drug 2: CC1=C(N=C(N=C1N)C(CC(=O)N)NCC(C(=O)N)N)C(=O)NC(C(C2=CN=CN2)OC3C(C(C(C(O3)CO)O)O)OC4C(C(C(C(O4)CO)O)OC(=O)N)O)C(=O)NC(C)C(C(C)C(=O)NC(C(C)O)C(=O)NCCC5=NC(=CS5)C6=NC(=CS6)C(=O)NCCC[S+](C)C)O. Cell line: SR. Synergy scores: CSS=68.1, Synergy_ZIP=-0.709, Synergy_Bliss=-0.470, Synergy_Loewe=-5.12, Synergy_HSA=0.844. (5) Drug 1: C1=C(C(=O)NC(=O)N1)F. Drug 2: CC1=C(C(CCC1)(C)C)C=CC(=CC=CC(=CC(=O)O)C)C. Cell line: SF-539. Synergy scores: CSS=52.5, Synergy_ZIP=-7.56, Synergy_Bliss=-10.7, Synergy_Loewe=-5.29, Synergy_HSA=-5.00. (6) Drug 1: CC1=C(C(=CC=C1)Cl)NC(=O)C2=CN=C(S2)NC3=CC(=NC(=N3)C)N4CCN(CC4)CCO. Drug 2: CC(C)(C#N)C1=CC=C(C=C1)N2C3=C4C=C(C=CC4=NC=C3N(C2=O)C)C5=CC6=CC=CC=C6N=C5. Cell line: HCT116. Synergy scores: CSS=47.5, Synergy_ZIP=15.5, Synergy_Bliss=13.4, Synergy_Loewe=-32.1, Synergy_HSA=9.40.